From a dataset of Full USPTO retrosynthesis dataset with 1.9M reactions from patents (1976-2016). Predict the reactants needed to synthesize the given product. Given the product [OH:3][C:1]([C:4]1[CH:5]=[N:6][N:7]([C:30]2[CH:37]=[CH:36][C:33]([C:34]#[N:35])=[CH:32][CH:31]=2)[C:8]=1[C:9]1[C:10](=[O:29])[N:11]([CH:26]([CH3:28])[CH3:27])[C:12](=[O:25])[N:13]([C:15]2[CH:20]=[CH:19][CH:18]=[C:17]([C:21]([F:22])([F:23])[F:24])[CH:16]=2)[CH:14]=1)([CH3:38])[CH3:2], predict the reactants needed to synthesize it. The reactants are: [C:1]([C:4]1[CH:5]=[N:6][N:7]([C:30]2[CH:37]=[CH:36][C:33]([C:34]#[N:35])=[CH:32][CH:31]=2)[C:8]=1[C:9]1[C:10](=[O:29])[N:11]([CH:26]([CH3:28])[CH3:27])[C:12](=[O:25])[N:13]([C:15]2[CH:20]=[CH:19][CH:18]=[C:17]([C:21]([F:24])([F:23])[F:22])[CH:16]=2)[CH:14]=1)(=[O:3])[CH3:2].[CH3:38][Mg]Cl.O.C(OCC)(=O)C.